This data is from Full USPTO retrosynthesis dataset with 1.9M reactions from patents (1976-2016). The task is: Predict the reactants needed to synthesize the given product. (1) Given the product [F:13][C:14]1[CH:15]=[CH:16][C:17]([OH:48])=[C:18]([C:20]2[N:29]=[C:28]([NH:30][C@@H:31]3[CH2:35][NH:34][CH2:33][C@H:32]3[C:43]([O:45][CH2:46][CH3:47])=[O:44])[C:27]3[C:22](=[CH:23][CH:24]=[CH:25][CH:26]=3)[N:21]=2)[CH:19]=1, predict the reactants needed to synthesize it. The reactants are: COC1C=C(F)C=CC=1C(Cl)=O.[F:13][C:14]1[CH:15]=[CH:16][C:17]([OH:48])=[C:18]([C:20]2[NH:29][CH:28]([NH:30][C@@H:31]3[CH2:35][N:34](C(OC(C)(C)C)=O)[CH2:33][C@H:32]3[C:43]([O:45][CH2:46][CH3:47])=[O:44])[C:27]3[C:22](=[CH:23][CH:24]=[CH:25][CH:26]=3)[N:21]=2)[CH:19]=1. (2) Given the product [CH3:1][C:2]1[NH:3][C:4]2[C:9]([CH:10]=1)=[CH:8][CH:7]=[CH:6][C:5]=2[O:11][CH2:16][C:17]1[CH:22]=[CH:21][CH:20]=[CH:19][CH:18]=1, predict the reactants needed to synthesize it. The reactants are: [CH3:1][C:2]1[NH:3][C:4]2[C:9]([CH:10]=1)=[CH:8][CH:7]=[CH:6][C:5]=2[OH:11].CC(C)=O.[CH2:16](Br)[C:17]1[CH:22]=[CH:21][CH:20]=[CH:19][CH:18]=1.C([O-])([O-])=O.[Cs+].[Cs+]. (3) Given the product [CH3:11][O:10][C:7]1[C:4]([CH:5]=[O:6])=[C:3]([CH3:12])[C:2]([B:13]2[O:17][C:16]([CH3:19])([CH3:18])[C:15]([CH3:21])([CH3:20])[O:14]2)=[CH:9][CH:8]=1, predict the reactants needed to synthesize it. The reactants are: Br[C:2]1[C:3]([CH3:12])=[C:4]([C:7]([O:10][CH3:11])=[CH:8][CH:9]=1)[CH:5]=[O:6].[B:13]1([B:13]2[O:17][C:16]([CH3:19])([CH3:18])[C:15]([CH3:21])([CH3:20])[O:14]2)[O:17][C:16]([CH3:19])([CH3:18])[C:15]([CH3:21])([CH3:20])[O:14]1.C([O-])(=O)C.[K+].O.